From a dataset of Full USPTO retrosynthesis dataset with 1.9M reactions from patents (1976-2016). Predict the reactants needed to synthesize the given product. Given the product [CH:7]12[CH:6]([C:4]([OH:5])=[O:3])[CH:11]1[CH2:10][CH2:9][CH2:8]2, predict the reactants needed to synthesize it. The reactants are: C([O:3][C:4]([CH:6]1[CH:11]2[CH:7]1[CH2:8][CH2:9][CH2:10]2)=[O:5])C.[OH-].[Na+].